This data is from Peptide-MHC class II binding affinity with 134,281 pairs from IEDB. The task is: Regression. Given a peptide amino acid sequence and an MHC pseudo amino acid sequence, predict their binding affinity value. This is MHC class II binding data. (1) The peptide sequence is GELQIVDKIDAAWKI. The MHC is DRB4_0101 with pseudo-sequence DRB4_0103. The binding affinity (normalized) is 0.802. (2) The peptide sequence is SYSNRFLADWVVERV. The MHC is DRB1_0101 with pseudo-sequence DRB1_0101. The binding affinity (normalized) is 0.673. (3) The peptide sequence is SAAQRRGRIGRNPNR. The MHC is DRB1_0701 with pseudo-sequence DRB1_0701. The binding affinity (normalized) is 0.155. (4) The peptide sequence is TSLNFLGGSPVCLGQ. The binding affinity (normalized) is 0. The MHC is DRB1_0801 with pseudo-sequence DRB1_0801. (5) The peptide sequence is PDTTCSEIEEFRDRA. The MHC is DRB1_0802 with pseudo-sequence DRB1_0802. The binding affinity (normalized) is 0.194. (6) The binding affinity (normalized) is 0. The MHC is HLA-DQA10401-DQB10402 with pseudo-sequence HLA-DQA10401-DQB10402. The peptide sequence is MKRPSREKQDKKIFTE. (7) The peptide sequence is EDLVRAYHAMSSTHE. The MHC is DRB1_0404 with pseudo-sequence DRB1_0404. The binding affinity (normalized) is 0.762. (8) The peptide sequence is NHFFNHHKVMLLGHS. The MHC is DRB1_0404 with pseudo-sequence DRB1_0404. The binding affinity (normalized) is 0.480. (9) The peptide sequence is AATTAGTTVYGAFAA. The MHC is HLA-DPA10103-DPB10601 with pseudo-sequence HLA-DPA10103-DPB10601. The binding affinity (normalized) is 0.